Dataset: Peptide-MHC class I binding affinity with 185,985 pairs from IEDB/IMGT. Task: Regression. Given a peptide amino acid sequence and an MHC pseudo amino acid sequence, predict their binding affinity value. This is MHC class I binding data. (1) The peptide sequence is YNAVVPLVY. The MHC is HLA-B57:01 with pseudo-sequence HLA-B57:01. The binding affinity (normalized) is 0.0839. (2) The peptide sequence is RMIESRMSK. The MHC is HLA-B15:01 with pseudo-sequence HLA-B15:01. The binding affinity (normalized) is 0.461. (3) The peptide sequence is DIVGGLFTY. The MHC is HLA-A02:06 with pseudo-sequence HLA-A02:06. The binding affinity (normalized) is 0.405. (4) The peptide sequence is AHPLVGFF. The MHC is Mamu-A01 with pseudo-sequence Mamu-A01. The binding affinity (normalized) is 0.180. (5) The peptide sequence is MVFQNYALY. The MHC is HLA-A24:03 with pseudo-sequence HLA-A24:03. The binding affinity (normalized) is 0.0847. (6) The peptide sequence is FRAPNTREL. The MHC is HLA-C06:02 with pseudo-sequence HLA-C06:02. The binding affinity (normalized) is 0.820. (7) The peptide sequence is RHYKRWPFY. The MHC is HLA-B39:01 with pseudo-sequence HLA-B39:01. The binding affinity (normalized) is 0.0847.